This data is from Peptide-MHC class II binding affinity with 134,281 pairs from IEDB. The task is: Regression. Given a peptide amino acid sequence and an MHC pseudo amino acid sequence, predict their binding affinity value. This is MHC class II binding data. (1) The binding affinity (normalized) is 0.160. The MHC is DRB1_1101 with pseudo-sequence DRB1_1101. The peptide sequence is AGTNYNKTVASLMNA. (2) The peptide sequence is TLGSTSADEVQRMMA. The MHC is DRB1_1302 with pseudo-sequence DRB1_1302. The binding affinity (normalized) is 0.133. (3) The peptide sequence is CGMFTNRSGSQQW. The MHC is DRB1_0401 with pseudo-sequence DRB1_0401. The binding affinity (normalized) is 0.290. (4) The peptide sequence is SQATANPSCPEGT. The binding affinity (normalized) is 0.0471. The MHC is DRB5_0101 with pseudo-sequence DRB5_0101.